Dataset: Peptide-MHC class I binding affinity with 185,985 pairs from IEDB/IMGT. Task: Regression. Given a peptide amino acid sequence and an MHC pseudo amino acid sequence, predict their binding affinity value. This is MHC class I binding data. (1) The peptide sequence is GLVSKFMSN. The MHC is HLA-A02:01 with pseudo-sequence HLA-A02:01. The binding affinity (normalized) is 0.119. (2) The peptide sequence is VTCAAYYFMK. The MHC is HLA-A68:01 with pseudo-sequence HLA-A68:01. The binding affinity (normalized) is 0.640.